From a dataset of Catalyst prediction with 721,799 reactions and 888 catalyst types from USPTO. Predict which catalyst facilitates the given reaction. (1) Reactant: [C:1]1([CH:7]([N:19]2[CH2:24][CH2:23][S:22][CH2:21][CH2:20]2)[C:8]([O:10][C@@H:11]2[CH:16]3[CH2:17][CH2:18][N:13]([CH2:14][CH2:15]3)[CH2:12]2)=[O:9])[CH:6]=[CH:5][CH:4]=[CH:3][CH:2]=1.[Cl:25][CH2:26][C:27]([C:29]1[CH:34]=[CH:33][CH:32]=[CH:31][CH:30]=1)=[O:28]. Product: [Cl-:25].[O:28]=[C:27]([C:29]1[CH:34]=[CH:33][CH:32]=[CH:31][CH:30]=1)[CH2:26][N+:13]12[CH2:14][CH2:15][CH:16]([CH2:17][CH2:18]1)[C@@H:11]([O:10][C:8](=[O:9])[CH:7]([C:1]1[CH:6]=[CH:5][CH:4]=[CH:3][CH:2]=1)[N:19]1[CH2:24][CH2:23][S:22][CH2:21][CH2:20]1)[CH2:12]2. The catalyst class is: 13. (2) Reactant: [O:1]1[CH2:5][CH2:4][C@H:3]([OH:6])[CH2:2]1.C[Si]([N-][Si](C)(C)C)(C)C.[K+].F[C:18]1[CH:23]=[CH:22][N:21]=[C:20]([NH2:24])[CH:19]=1. Product: [O:1]1[CH2:5][CH2:4][C@H:3]([O:6][C:18]2[CH:23]=[CH:22][N:21]=[C:20]([NH2:24])[CH:19]=2)[CH2:2]1. The catalyst class is: 1. (3) Reactant: Cl[C:2]([O:4][CH:5]([CH3:7])[CH3:6])=[O:3].[NH2:8][C:9]1[CH:18]=[CH:17][C:16]([Br:19])=[CH:15][C:10]=1[C:11]([O:13][CH3:14])=[O:12].N1C=CC=CC=1.O. Product: [Br:19][C:16]1[CH:17]=[CH:18][C:9]([NH:8][C:2]([O:4][CH:5]([CH3:7])[CH3:6])=[O:3])=[C:10]([CH:15]=1)[C:11]([O:13][CH3:14])=[O:12]. The catalyst class is: 4. (4) Reactant: [H-].[Na+].Cl[C:4]1[CH:13]=[N:12][C:11]2[C:6](=[CH:7][C:8]([O:14][CH3:15])=[CH:9][CH:10]=2)[N:5]=1.[C:16]([O:20][C:21](=[O:32])[NH:22][CH:23]1[CH2:28][CH2:27][N:26]([CH2:29][CH2:30][OH:31])[CH2:25][CH2:24]1)([CH3:19])([CH3:18])[CH3:17]. Product: [C:16]([O:20][C:21](=[O:32])[NH:22][CH:23]1[CH2:24][CH2:25][N:26]([CH2:29][CH2:30][O:31][C:4]2[CH:13]=[N:12][C:11]3[C:6](=[CH:7][C:8]([O:14][CH3:15])=[CH:9][CH:10]=3)[N:5]=2)[CH2:27][CH2:28]1)([CH3:19])([CH3:17])[CH3:18]. The catalyst class is: 9. (5) Reactant: [C:1]([C:3]1[CH:4]=[C:5](B(O)O)[CH:6]=[N:7][CH:8]=1)#[N:2].C(=O)([O-])[O-].[K+].[K+].FC(F)(F)S(O[C:24]1[CH:25]=[C:26]2[C@@:37]3([CH2:41][O:40][C:39]([NH2:42])=[N:38]3)[C:36]3[C:31](=[N:32][CH:33]=[C:34]([C:43]#[C:44][C:45]([CH3:48])([CH3:47])[CH3:46])[CH:35]=3)[O:30][C:27]2=[CH:28][CH:29]=1)(=O)=O.O1CCOCC1. Product: [NH2:42][C:39]1[O:40][CH2:41][C@:37]2([C:36]3[C:31](=[N:32][CH:33]=[C:34]([C:43]#[C:44][C:45]([CH3:46])([CH3:47])[CH3:48])[CH:35]=3)[O:30][C:27]3[C:26]2=[CH:25][C:24]([C:5]2[CH:6]=[N:7][CH:8]=[C:3]([CH:4]=2)[C:1]#[N:2])=[CH:29][CH:28]=3)[N:38]=1. The catalyst class is: 103. (6) Reactant: [H-].[Na+].[CH:3]([NH:7][C:8]([CH:10]([O:20][C:21]1[CH:26]=[CH:25][C:24]([C:27]#[N:28])=[C:23]([C:29]([F:32])([F:31])[F:30])[CH:22]=1)[C:11]([CH3:19])([CH3:18])[CH2:12]OS(C)(=O)=O)=[O:9])([CH2:5][CH3:6])[CH3:4]. Product: [C@@H:3]([N:7]1[CH2:19][C:11]([CH3:18])([CH3:12])[C@@H:10]([O:20][C:21]2[CH:26]=[CH:25][C:24]([C:27]#[N:28])=[C:23]([C:29]([F:31])([F:32])[F:30])[CH:22]=2)[C:8]1=[O:9])([CH2:5][CH3:6])[CH3:4]. The catalyst class is: 36. (7) Reactant: [F:1][C:2]([F:31])([F:30])[C:3]1[CH:4]=[C:5]([NH:13][C:14]([N:16]2[CH2:21][CH2:20][N:19]([C:22]3[CH:27]=[CH:26][CH:25]=[CH:24][C:23]=3[CH2:28][NH2:29])[CH2:18][CH2:17]2)=[O:15])[CH:6]=[C:7]([C:9]([F:12])([F:11])[F:10])[CH:8]=1.C(N(CC)CC)C.[F:39][C:40]1[N:45]=[C:44]([F:46])[C:43]([F:47])=[C:42](F)[C:41]=1[F:49]. Product: [F:12][C:9]([F:10])([F:11])[C:7]1[CH:6]=[C:5]([NH:13][C:14]([N:16]2[CH2:17][CH2:18][N:19]([C:22]3[CH:27]=[CH:26][CH:25]=[CH:24][C:23]=3[CH2:28][NH:29][C:42]3[C:41]([F:49])=[C:40]([F:39])[N:45]=[C:44]([F:46])[C:43]=3[F:47])[CH2:20][CH2:21]2)=[O:15])[CH:4]=[C:3]([C:2]([F:1])([F:30])[F:31])[CH:8]=1. The catalyst class is: 382. (8) Reactant: [N:1]1[C:10]2[C:5](=[CH:6][C:7]([CH2:11][N:12]3[C:20]4[C:15](=[N:16][CH:17]=[C:18]([N:21]5[CH2:25][CH2:24][C@@H:23]([NH:26][C:27](=[O:33])[O:28][C:29]([CH3:32])([CH3:31])[CH3:30])[CH2:22]5)[N:19]=4)[N:14]=[N:13]3)=[CH:8][CH:9]=2)[CH:4]=[CH:3][CH:2]=1.[H-].[Na+].[CH3:36]I. Product: [CH3:36][N:26]([C@@H:23]1[CH2:24][CH2:25][N:21]([C:18]2[N:19]=[C:20]3[N:12]([CH2:11][C:7]4[CH:6]=[C:5]5[C:10](=[CH:9][CH:8]=4)[N:1]=[CH:2][CH:3]=[CH:4]5)[N:13]=[N:14][C:15]3=[N:16][CH:17]=2)[CH2:22]1)[C:27](=[O:33])[O:28][C:29]([CH3:30])([CH3:32])[CH3:31]. The catalyst class is: 7.